Dataset: Full USPTO retrosynthesis dataset with 1.9M reactions from patents (1976-2016). Task: Predict the reactants needed to synthesize the given product. (1) Given the product [NH2:1][C:2]1[CH:3]=[C:4]([NH:8][C:9]2[C:14]([F:15])=[CH:13][N:12]=[C:11]([NH:30][C:27]3[CH:28]=[CH:29][C:23]4[O:22][C:21]([C:19]([O:18][CH3:17])=[O:20])=[CH:25][C:24]=4[CH:26]=3)[N:10]=2)[CH:5]=[CH:6][CH:7]=1, predict the reactants needed to synthesize it. The reactants are: [NH2:1][C:2]1[CH:3]=[C:4]([NH:8][C:9]2[C:14]([F:15])=[CH:13][N:12]=[C:11](Cl)[N:10]=2)[CH:5]=[CH:6][CH:7]=1.[CH3:17][O:18][C:19]([C:21]1[O:22][C:23]2[CH:29]=[CH:28][C:27]([NH2:30])=[CH:26][C:24]=2[CH:25]=1)=[O:20]. (2) Given the product [Br:1][C:2]1[CH:7]=[CH:6][CH:5]=[CH:4][C:3]=1[N:8]1[CH:12]=[CH:11][CH:10]=[C:9]1[CH:13]=[CH:20][CH:21]1[O:25][CH2:24][CH2:23][O:22]1, predict the reactants needed to synthesize it. The reactants are: [Br:1][C:2]1[CH:7]=[CH:6][CH:5]=[CH:4][C:3]=1[N:8]1[CH:12]=[CH:11][CH:10]=[C:9]1[CH:13]=O.C(P(CCCC)(CCCC)[CH2:20][CH:21]1[O:25][CH2:24][CH2:23][O:22]1)CCC.CC([O-])(C)C.[K+].O. (3) Given the product [CH3:27][O:28][C:29](=[O:43])[C:30]([NH:42][C:17](=[O:18])[C:16]1[CH:20]=[C:12]([C:11]#[C:10][C:7]2[CH:8]=[CH:9][C:4]([C:1](=[O:3])[NH2:2])=[CH:5][C:6]=2[CH3:26])[CH:13]=[CH:14][C:15]=1[O:21][C:22]([F:23])([F:25])[F:24])([CH3:41])[CH2:31][C:32]1[C:40]2[C:35](=[CH:36][CH:37]=[CH:38][CH:39]=2)[NH:34][CH:33]=1, predict the reactants needed to synthesize it. The reactants are: [C:1]([C:4]1[CH:9]=[CH:8][C:7]([C:10]#[C:11][C:12]2[CH:13]=[CH:14][C:15]([O:21][C:22]([F:25])([F:24])[F:23])=[C:16]([CH:20]=2)[C:17](O)=[O:18])=[C:6]([CH3:26])[CH:5]=1)(=[O:3])[NH2:2].[CH3:27][O:28][C:29](=[O:43])[C:30]([NH2:42])([CH3:41])[CH2:31][C:32]1[C:40]2[C:35](=[CH:36][CH:37]=[CH:38][CH:39]=2)[NH:34][CH:33]=1.C1C=CC2N(O)N=NC=2C=1.CCN=C=NCCCN(C)C. (4) Given the product [C:1]([O:5][C:6](=[O:21])[NH:7][C:8]1[CH:13]=[C:12]([O:14][CH2:15][C:16]([F:19])([F:18])[F:17])[CH:11]=[CH:10][C:9]=1[NH:20][C:27](=[O:26])[CH2:28][C:29]([C:31]1[CH:36]=[CH:35][CH:34]=[C:33]([C:37]2[CH:38]=[N:39][C:40]([O:43][CH3:44])=[CH:41][CH:42]=2)[CH:32]=1)=[O:30])([CH3:4])([CH3:2])[CH3:3], predict the reactants needed to synthesize it. The reactants are: [C:1]([O:5][C:6](=[O:21])[NH:7][C:8]1[CH:13]=[C:12]([O:14][CH2:15][C:16]([F:19])([F:18])[F:17])[CH:11]=[CH:10][C:9]=1[NH2:20])([CH3:4])([CH3:3])[CH3:2].C([O:26][C:27](=O)[CH2:28][C:29]([C:31]1[CH:36]=[CH:35][CH:34]=[C:33]([C:37]2[CH:38]=[N:39][C:40]([O:43][CH3:44])=[CH:41][CH:42]=2)[CH:32]=1)=[O:30])(C)(C)C.